Dataset: Full USPTO retrosynthesis dataset with 1.9M reactions from patents (1976-2016). Task: Predict the reactants needed to synthesize the given product. (1) Given the product [CH3:21][C:12]([CH:11]1[C:5]2[C:6](=[N:7][C:2]([N:38]3[CH2:42][CH2:41][CH2:40][CH2:39]3)=[CH:3][CH:4]=2)[O:8][C:9]2[N:26]=[C:25]([C:27]3[CH:37]=[CH:36][C:30]([C:31]([N:33]([CH3:35])[CH3:34])=[O:32])=[CH:29][CH:28]=3)[CH:24]=[CH:23][C:10]1=2)([CH3:22])[C:13](=[O:20])[NH:14][C:15]1[S:16][CH:17]=[N:18][N:19]=1, predict the reactants needed to synthesize it. The reactants are: Cl[C:2]1[N:7]=[C:6]2[O:8][C:9]3[N:26]=[C:25]([C:27]4[CH:37]=[CH:36][C:30]([C:31]([N:33]([CH3:35])[CH3:34])=[O:32])=[CH:29][CH:28]=4)[CH:24]=[CH:23][C:10]=3[CH:11]([C:12]([CH3:22])([CH3:21])[C:13](=[O:20])[NH:14][C:15]3[S:16][CH:17]=[N:18][N:19]=3)[C:5]2=[CH:4][CH:3]=1.[NH:38]1[CH2:42][CH2:41][CH2:40][CH2:39]1. (2) Given the product [F:38][C:21]1[C:20]([O:19][C:18]2[CH:17]=[C:16]([C:14]3[CH:13]=[CH:12][CH:11]=[C:10]([CH2:9][NH:8][C:6](=[O:7])[O:5][C:1]([CH3:4])([CH3:3])[CH3:2])[CH:15]=3)[CH:41]=[C:40]([CH2:42][CH2:43][OH:44])[CH:39]=2)=[N:25][C:24]([O:26][C@H:27]([CH2:35][CH3:36])[CH2:28][OH:29])=[C:23]([F:37])[CH:22]=1, predict the reactants needed to synthesize it. The reactants are: [C:1]([O:5][C:6]([NH:8][CH2:9][C:10]1[CH2:15][CH:14]([C:16]2[CH:17]=[C:18]([CH:39]=[C:40]([CH2:42][CH:43]=[O:44])[CH:41]=2)[O:19][C:20]2[N:25]=[C:24]([O:26][C@H:27]([CH2:35][CH3:36])[C:28](OC(C)(C)C)=[O:29])[C:23]([F:37])=[CH:22][C:21]=2[F:38])[CH:13]=[CH:12][CH:11]=1)=[O:7])([CH3:4])([CH3:3])[CH3:2].[BH4-].[Na+].O. (3) Given the product [C:1]([O:5][C:6](=[O:26])[NH:7][C:8]1[CH2:9][O:10][CH2:11][C@:12]([C:17]2[CH:22]=[C:21]([NH:23][C:35]([C:32]3[C:31]([CH3:38])=[CH:30][C:29]([C:27]#[N:28])=[CH:34][N:33]=3)=[O:36])[CH:20]=[C:19]([F:24])[C:18]=2[F:25])([CH:14]([F:15])[F:16])[N:13]=1)([CH3:4])([CH3:2])[CH3:3], predict the reactants needed to synthesize it. The reactants are: [C:1]([O:5][C:6](=[O:26])[NH:7][C:8]1[CH2:9][O:10][CH2:11][C@:12]([C:17]2[CH:22]=[C:21]([NH2:23])[CH:20]=[C:19]([F:24])[C:18]=2[F:25])([CH:14]([F:16])[F:15])[N:13]=1)([CH3:4])([CH3:3])[CH3:2].[C:27]([C:29]1[CH:30]=[C:31]([CH3:38])[C:32]([C:35](O)=[O:36])=[N:33][CH:34]=1)#[N:28].C1C=NC2N(O)N=NC=2C=1.C(Cl)CCl. (4) Given the product [CH3:23][N:24]1[C:28]([C:29]2[C:30]([CH3:35])=[N:31][CH:32]=[CH:33][CH:34]=2)=[N:27][N:26]=[C:25]1[S:36][CH2:2][CH2:3][CH2:4][N:5]1[CH2:11][CH2:10][C:9]2[C:12]3[N:18]=[C:17]([C:19]([F:22])([F:21])[F:20])[O:16][C:13]=3[CH:14]=[CH:15][C:8]=2[CH2:7][CH2:6]1, predict the reactants needed to synthesize it. The reactants are: Cl[CH2:2][CH2:3][CH2:4][N:5]1[CH2:11][CH2:10][C:9]2[C:12]3[N:18]=[C:17]([C:19]([F:22])([F:21])[F:20])[O:16][C:13]=3[CH:14]=[CH:15][C:8]=2[CH2:7][CH2:6]1.[CH3:23][N:24]1[C:28]([C:29]2[C:30]([CH3:35])=[N:31][CH:32]=[CH:33][CH:34]=2)=[N:27][NH:26][C:25]1=[S:36]. (5) The reactants are: [NH2:1][C:2]1[C:3]([C:7]2[NH:23][C:10]3=[CH:11][C:12]4[C:13]([CH3:22])([CH3:21])[C:14](=[O:20])[N:15]([CH2:18][CH3:19])[C:16]=4[CH:17]=[C:9]3[N:8]=2)=[N:4][NH:5][CH:6]=1.Cl[C:25]([O:27][CH2:28][C:29]1[CH:34]=[CH:33][CH:32]=[CH:31][C:30]=1[Cl:35])=[O:26]. Given the product [Cl:35][C:30]1[CH:31]=[CH:32][CH:33]=[CH:34][C:29]=1[CH2:28][O:27][C:25](=[O:26])[NH:1][C:2]1[C:3]([C:7]2[NH:23][C:10]3=[CH:11][C:12]4[C:13]([CH3:22])([CH3:21])[C:14](=[O:20])[N:15]([CH2:18][CH3:19])[C:16]=4[CH:17]=[C:9]3[N:8]=2)=[N:4][NH:5][CH:6]=1, predict the reactants needed to synthesize it. (6) Given the product [CH2:1]([O:8][C:9]1[CH:14]=[C:13]([CH2:69][C:70]2[CH:75]=[CH:74][CH:73]=[CH:72][C:71]=2[O:76][S:77]([CH3:80])(=[O:79])=[O:78])[CH:12]=[CH:11][C:10]=1[N:16]([S:25]([N:28]([C:35]([O:37][C:38]([CH3:41])([CH3:40])[CH3:39])=[O:36])[CH2:29][CH2:30][Si:31]([CH3:34])([CH3:33])[CH3:32])(=[O:27])=[O:26])[CH2:17][C:18]([O:20][C:21]([CH3:24])([CH3:23])[CH3:22])=[O:19])[C:2]1[CH:7]=[CH:6][CH:5]=[CH:4][CH:3]=1, predict the reactants needed to synthesize it. The reactants are: [CH2:1]([O:8][C:9]1[CH:14]=[C:13](I)[CH:12]=[CH:11][C:10]=1[N:16]([S:25]([N:28]([C:35]([O:37][C:38]([CH3:41])([CH3:40])[CH3:39])=[O:36])[CH2:29][CH2:30][Si:31]([CH3:34])([CH3:33])[CH3:32])(=[O:27])=[O:26])[CH2:17][C:18]([O:20][C:21]([CH3:24])([CH3:23])[CH3:22])=[O:19])[C:2]1[CH:7]=[CH:6][CH:5]=[CH:4][CH:3]=1.[K].C(C1C=CC(N2S(=O)(=O)NC(=O)C2)=C(O)C=1)C1C=CC=CC=1.OC1C=C(C=CC=1N1CC(=O)NS1(=O)=O)[CH2:69][C:70]1[CH:75]=[CH:74][CH:73]=[CH:72][C:71]=1[O:76][S:77]([CH3:80])(=[O:79])=[O:78]. (7) Given the product [CH:3]1([C:6]2[C:11]([C:12]3[CH:17]=[CH:16][C:15]([F:18])=[CH:14][CH:13]=3)=[C:10]([F:19])[C:9]([O:20][CH3:21])=[C:8]([CH2:22][N:23]3[CH2:26][C:25]4([CH2:30][C:29]([N:31]5[CH2:32][CH2:33][CH:34]([C:37]([OH:39])=[O:38])[CH2:35][CH2:36]5)=[N:28][O:27]4)[CH2:24]3)[CH:7]=2)[CH2:5][CH2:4]1, predict the reactants needed to synthesize it. The reactants are: [OH-].[Na+].[CH:3]1([C:6]2[C:11]([C:12]3[CH:17]=[CH:16][C:15]([F:18])=[CH:14][CH:13]=3)=[C:10]([F:19])[C:9]([O:20][CH3:21])=[C:8]([CH2:22][N:23]3[CH2:26][C:25]4([CH2:30][C:29]([N:31]5[CH2:36][CH2:35][CH:34]([C:37]([O:39]CC)=[O:38])[CH2:33][CH2:32]5)=[N:28][O:27]4)[CH2:24]3)[CH:7]=2)[CH2:5][CH2:4]1.